From a dataset of Catalyst prediction with 721,799 reactions and 888 catalyst types from USPTO. Predict which catalyst facilitates the given reaction. (1) Reactant: [NH:1]1[CH2:6][CH2:5][O:4][CH2:3][CH2:2]1.Cl.CN(C)CCCN=C=NCC.ON1C2C=CC=CC=2N=N1.[NH2:29][C:30]1[CH:38]=[CH:37][C:33]([C:34](O)=[O:35])=[CH:32][N:31]=1. Product: [NH2:29][C:30]1[N:31]=[CH:32][C:33]([C:34]([N:1]2[CH2:6][CH2:5][O:4][CH2:3][CH2:2]2)=[O:35])=[CH:37][CH:38]=1. The catalyst class is: 8. (2) Reactant: [Si]([O:8][CH2:9][C:10]1[CH:11]=[C:12]([C:19]2[S:23][C:22]([C@@:24]3([OH:36])[CH2:29][CH2:28][C@H:27]([C:30]([O:32][CH3:33])=[O:31])[C:26]([CH3:35])([CH3:34])[CH2:25]3)=[N:21][CH:20]=2)[CH:13]=[C:14]([N+:16]([O-:18])=[O:17])[CH:15]=1)(C(C)(C)C)(C)C.F.F.F.C(N(CC)CC)C. Product: [OH:36][C@:24]1([C:22]2[S:23][C:19]([C:12]3[CH:13]=[C:14]([N+:16]([O-:18])=[O:17])[CH:15]=[C:10]([CH2:9][OH:8])[CH:11]=3)=[CH:20][N:21]=2)[CH2:29][CH2:28][C@H:27]([C:30]([O:32][CH3:33])=[O:31])[C:26]([CH3:35])([CH3:34])[CH2:25]1. The catalyst class is: 10. (3) Reactant: [C:1]1([C:7]2[CH:12]=[CH:11][C:10](O)=[CH:9][CH:8]=2)[CH:6]=[CH:5][CH:4]=[CH:3][CH:2]=1.C(O)C.C1([PH+](C2C=CC=CC=2)C2C=CC=CC=2)C=CC=CC=1.C(OCC)(=O)C.CC(N(C)C)=O. Product: [CH:5]1[C:6]2[C:12]3[C:7](=[CH:8][CH:9]=[CH:10][CH:11]=3)[C:1]=2[CH:2]=[CH:3][CH:4]=1. The catalyst class is: 6. (4) Reactant: [F:1][C:2]1[S:6][C:5]2[CH:7]=[CH:8][C:9]([CH3:11])=[CH:10][C:4]=2[CH:3]=1.[Br:12]N1C(=O)CCC1=O. Product: [F:1][C:2]1[S:6][C:5]2[CH:7]=[CH:8][C:9]([CH2:11][Br:12])=[CH:10][C:4]=2[CH:3]=1. The catalyst class is: 53. (5) Reactant: [Br:1][C:2]1[C:3]([CH3:22])=[C:4]([NH:8][CH2:9][C:10]2[CH:19]=[CH:18][C:17]([O:20][CH3:21])=[CH:16][C:11]=2[C:12](OC)=[O:13])[CH:5]=[CH:6][CH:7]=1.CC(C)([O-])C.[Na+].O. Product: [Br:1][C:2]1[C:3]([CH3:22])=[C:4]([N:8]2[CH2:9][C:10]3[C:11](=[CH:16][C:17]([O:20][CH3:21])=[CH:18][CH:19]=3)[C:12]2=[O:13])[CH:5]=[CH:6][CH:7]=1. The catalyst class is: 1. (6) Reactant: [CH3:1][O:2][C:3](=[O:19])[CH2:4][CH:5]([N:9]1[C:13]2[CH:14]=[CH:15][CH:16]=[CH:17][C:12]=2[NH:11][C:10]1=[O:18])[CH2:6][O:7][CH3:8].[I-].[CH3:21][N:22]1[C:30]2[C:25](=[C:26]([CH3:31])[CH:27]=[CH:28][CH:29]=2)[C:24]([CH2:32][N+](C)(C)C)=[CH:23]1.C([O-])([O-])=O.[K+].[K+].O. Product: [CH3:1][O:2][C:3](=[O:19])[CH2:4][CH:5]([N:9]1[C:13]2[CH:14]=[CH:15][CH:16]=[CH:17][C:12]=2[N:11]([CH2:32][C:24]2[C:25]3[C:30](=[CH:29][CH:28]=[CH:27][C:26]=3[CH3:31])[N:22]([CH3:21])[CH:23]=2)[C:10]1=[O:18])[CH2:6][O:7][CH3:8]. The catalyst class is: 3. (7) Reactant: [O:1]1[C:5]2[CH:6]=[CH:7][CH:8]=[CH:9][C:4]=2[CH:3]=[C:2]1[CH:10]=O.[Cl-].[OH:13][NH3+:14].N1C=CC=CC=1. Product: [O:1]1[C:5]2[CH:6]=[CH:7][CH:8]=[CH:9][C:4]=2[CH:3]=[C:2]1[CH:10]=[N:14][OH:13]. The catalyst class is: 5.